This data is from Full USPTO retrosynthesis dataset with 1.9M reactions from patents (1976-2016). The task is: Predict the reactants needed to synthesize the given product. Given the product [C:33]([N:1]1[CH2:6][CH2:5][CH2:4][C@H:3]([NH:7][C:8]([C:10]2[C:14]3[N:15]=[CH:16][N:17]=[C:18]([C:19]4[C:27]5[O:26][CH2:25][O:24][C:23]=5[CH:22]=[CH:21][C:20]=4[O:28][CH2:29][CH:30]4[CH2:31][CH2:32]4)[C:13]=3[NH:12][CH:11]=2)=[O:9])[CH2:2]1)(=[O:36])[CH2:34][CH3:35], predict the reactants needed to synthesize it. The reactants are: [NH:1]1[CH2:6][CH2:5][CH2:4][C@H:3]([NH:7][C:8]([C:10]2[C:14]3[N:15]=[CH:16][N:17]=[C:18]([C:19]4[C:27]5[O:26][CH2:25][O:24][C:23]=5[CH:22]=[CH:21][C:20]=4[O:28][CH2:29][CH:30]4[CH2:32][CH2:31]4)[C:13]=3[NH:12][CH:11]=2)=[O:9])[CH2:2]1.[C:33](Cl)(=[O:36])[CH2:34][CH3:35].